Dataset: Catalyst prediction with 721,799 reactions and 888 catalyst types from USPTO. Task: Predict which catalyst facilitates the given reaction. (1) Product: [F:14][C:11]1[NH:10][CH:9]=[C:8]([C:12]#[N:13])[C:7]=1[C:1]1[CH:2]=[CH:3][CH:4]=[CH:5][CH:6]=1. The catalyst class is: 10. Reactant: [C:1]1([C:7]2[C:8]([C:12]#[N:13])=[CH:9][NH:10][CH:11]=2)[CH:6]=[CH:5][CH:4]=[CH:3][CH:2]=1.[F:14][B-](F)(F)F.F[B-](F)(F)F.ClC[N+]12CC[N+](F)(CC1)CC2. (2) Reactant: [Cl:1][C:2]1[CH:8]=[CH:7][CH:6]=[C:5]([Cl:9])[C:3]=1[NH2:4].Cl.N([O-])=O.[Na+].[N-:15]=[N+:16]=[N-].[Na+]. Product: [N:4]([C:3]1[C:2]([Cl:1])=[CH:8][CH:7]=[CH:6][C:5]=1[Cl:9])=[N+:15]=[N-:16]. The catalyst class is: 84. (3) Reactant: [NH2:1][C@H:2]1[CH2:7][CH2:6][C@H:5]([NH:8][C:9]2[CH:14]=[C:13]([C:15]3[CH:16]=[N:17][C:18]([Cl:29])=[C:19]([NH:21][CH2:22][CH:23]4[CH2:28][CH2:27][O:26][CH2:25][CH2:24]4)[CH:20]=3)[C:12]([Cl:30])=[CH:11][N:10]=2)[CH2:4][CH2:3]1.C([O-])([O-])=O.[K+].[K+].Br[CH2:38][CH2:39][O:40][CH3:41]. Product: [Cl:30][C:12]1[C:13]([C:15]2[CH:16]=[N:17][C:18]([Cl:29])=[C:19]([NH:21][CH2:22][CH:23]3[CH2:28][CH2:27][O:26][CH2:25][CH2:24]3)[CH:20]=2)=[CH:14][C:9]([NH:8][C@H:5]2[CH2:6][CH2:7][C@H:2]([NH:1][CH2:38][CH2:39][O:40][CH3:41])[CH2:3][CH2:4]2)=[N:10][CH:11]=1. The catalyst class is: 3. (4) Reactant: [CH:1]1([CH2:6][C@H:7]([CH2:11][N:12]([CH:21]=[O:22])[O:13][CH2:14][C:15]2[CH:20]=[CH:19][CH:18]=[CH:17][CH:16]=2)[C:8]([OH:10])=O)[CH2:5][CH2:4][CH2:3][CH2:2]1.[CH2:23]([C:25]1[N:30]=[C:29]([NH:31][NH2:32])[C:28]([F:33])=[C:27]([N:34]2[CH2:39][CH2:38][N:37]([CH3:40])[CH2:36][CH2:35]2)[N:26]=1)[CH3:24].C1C=NC2N(O)N=NC=2C=1.C(Cl)CCl.CN1CCOCC1. Product: [CH:1]1([CH2:6][C@@H:7]([C:8]([NH:32][NH:31][C:29]2[C:28]([F:33])=[C:27]([N:34]3[CH2:39][CH2:38][N:37]([CH3:40])[CH2:36][CH2:35]3)[N:26]=[C:25]([CH2:23][CH3:24])[N:30]=2)=[O:10])[CH2:11][N:12]([O:13][CH2:14][C:15]2[CH:20]=[CH:19][CH:18]=[CH:17][CH:16]=2)[CH:21]=[O:22])[CH2:2][CH2:3][CH2:4][CH2:5]1. The catalyst class is: 18. (5) Reactant: [Si:1]([O:18][C:19]1[CH:26]=[CH:25][C:22](C=O)=[C:21]([Cl:27])[CH:20]=1)([C:14]([CH3:17])([CH3:16])[CH3:15])([C:8]1[CH:13]=[CH:12][CH:11]=[CH:10][CH:9]=1)[C:2]1[CH:7]=[CH:6][CH:5]=[CH:4][CH:3]=1.ClC1C=CC=C([C:35]([O:37]O)=[O:36])C=1. Product: [CH:35]([O:37][C:22]1[CH:25]=[CH:26][C:19]([O:18][Si:1]([C:14]([CH3:17])([CH3:15])[CH3:16])([C:2]2[CH:7]=[CH:6][CH:5]=[CH:4][CH:3]=2)[C:8]2[CH:13]=[CH:12][CH:11]=[CH:10][CH:9]=2)=[CH:20][C:21]=1[Cl:27])=[O:36]. The catalyst class is: 2. (6) Reactant: [F:1][C:2]1[CH2:11][CH2:10][C:9]2[CH2:8][CH2:7][N:6]3[C:12]([C@@H:15]([NH2:17])[CH3:16])=[N:13][CH:14]=[C:4]([C:5]=23)[CH:3]=1.Cl[C:19]1[N:27]=[CH:26][N:25]=[C:24]2[C:20]=1[N:21]=[CH:22][N:23]2C1CCCCO1.CCN(C(C)C)C(C)C. Product: [F:1][C:2]1[CH2:11][CH2:10][C:9]2[CH2:8][CH2:7][N:6]3[C:12]([C@@H:15]([NH:17][C:19]4[N:27]=[CH:26][N:25]=[C:24]5[C:20]=4[N:21]=[CH:22][NH:23]5)[CH3:16])=[N:13][CH:14]=[C:4]([C:5]=23)[CH:3]=1. The catalyst class is: 51. (7) Reactant: CN(C)/[CH:3]=[CH:4]/[C:5]([C:7]1[CH:14]=[CH:13][C:10]([C:11]#[N:12])=[CH:9][CH:8]=1)=O.[NH2:16][C:17]1[NH:18][C:19]2[CH:25]=[CH:24][CH:23]=[CH:22][C:20]=2[N:21]=1. Product: [C:11]([C:10]1[CH:13]=[CH:14][C:7]([C:5]2[CH:4]=[CH:3][N:21]3[C:17](=[N:18][C:19]4[CH:25]=[CH:24][CH:23]=[CH:22][C:20]=43)[N:16]=2)=[CH:8][CH:9]=1)#[N:12]. The catalyst class is: 15.